From a dataset of Catalyst prediction with 721,799 reactions and 888 catalyst types from USPTO. Predict which catalyst facilitates the given reaction. Reactant: [O:1]=[C:2]1[NH:7][C:6](=[S:8])[N:5]([CH2:9][C:10]2[CH:17]=[CH:16][C:15]([C:18]([F:21])([F:20])[F:19])=[CH:14][C:11]=2[CH:12]=O)[C:4]2[CH:22]=[CH:23][NH:24][C:3]1=2.Cl.[NH2:26]O.[OH-].[Na+]. Product: [NH2:26][CH2:12][C:11]1[CH:14]=[C:15]([C:18]([F:19])([F:21])[F:20])[CH:16]=[CH:17][C:10]=1[CH2:9][N:5]1[C:4]2[CH:22]=[CH:23][NH:24][C:3]=2[C:2](=[O:1])[NH:7][C:6]1=[S:8]. The catalyst class is: 565.